Dataset: Full USPTO retrosynthesis dataset with 1.9M reactions from patents (1976-2016). Task: Predict the reactants needed to synthesize the given product. (1) Given the product [Cl:1][C:2]1[N:7]=[C:6]([NH:8][C@H:9]([CH3:12])[CH2:10][OH:11])[C:5]([C:15]2[S:14][CH:18]=[CH:17][CH:16]=2)=[CH:4][N:3]=1, predict the reactants needed to synthesize it. The reactants are: [Cl:1][C:2]1[N:7]=[C:6]([NH:8][C@H:9]([CH3:12])[CH2:10][OH:11])[C:5](I)=[CH:4][N:3]=1.[S:14]1[CH:18]=[CH:17][CH:16]=[C:15]1B(O)O. (2) The reactants are: [CH3:1][N:2]([CH3:15])[CH:3]1[CH2:7][CH2:6][N:5](C(OC(C)(C)C)=O)[CH2:4]1.[ClH:16]. Given the product [ClH:16].[CH3:1][N:2]([CH3:15])[CH:3]1[CH2:7][CH2:6][NH:5][CH2:4]1, predict the reactants needed to synthesize it. (3) Given the product [F:8][C:2]([F:1])([F:7])[C:3]([NH:30][C@H:29]([C:31]([OH:33])=[O:32])[CH2:28][C:27]1[CH:26]=[CH:25][C:24]([C:16](=[O:23])[C:17]2[CH:22]=[CH:21][CH:20]=[CH:19][CH:18]=2)=[CH:35][CH:34]=1)=[O:4], predict the reactants needed to synthesize it. The reactants are: [F:1][C:2]([F:8])([F:7])[C:3](OC)=[O:4].C(N(CC)CC)C.[C:16]([C:24]1[CH:35]=[CH:34][C:27]([CH2:28][C@@H:29]([C:31]([OH:33])=[O:32])[NH2:30])=[CH:26][CH:25]=1)(=[O:23])[C:17]1[CH:22]=[CH:21][CH:20]=[CH:19][CH:18]=1.Cl. (4) Given the product [Cl:1][C:2]1[CH:3]=[CH:4][C:5]([NH:8][C:9](=[O:18])[C:10]2[CH:15]=[CH:14][C:13]([F:16])=[CH:12][C:11]=2[NH:17][C:26](=[O:27])[C:25]2[CH:29]=[CH:30][C:22]([S:21][CH2:19][CH3:20])=[CH:23][C:24]=2[O:31][CH2:32][CH2:33][CH2:34][NH:35][C:36]([O:38][C:39]([CH3:42])([CH3:41])[CH3:40])=[O:37])=[N:6][CH:7]=1, predict the reactants needed to synthesize it. The reactants are: [Cl:1][C:2]1[CH:3]=[CH:4][C:5]([NH:8][C:9](=[O:18])[C:10]2[CH:15]=[CH:14][C:13]([F:16])=[CH:12][C:11]=2[NH2:17])=[N:6][CH:7]=1.[CH2:19]([S:21][C:22]1[CH:30]=[CH:29][C:25]([C:26](O)=[O:27])=[C:24]([O:31][CH2:32][CH2:33][CH2:34][NH:35][C:36]([O:38][C:39]([CH3:42])([CH3:41])[CH3:40])=[O:37])[CH:23]=1)[CH3:20]. (5) Given the product [C:1]([C:3]1[C:4]([O:19][CH2:20][CH2:21][O:22][CH3:23])=[CH:5][C:6]([NH:9][C:10]([N:35]2[C:36]3[C:37](=[CH:42][C:43]([CH2:51][N:52]4[CH2:53][CH2:53][N:52]([CH3:54])[CH2:51][C:54]4=[O:55])=[C:44]([CH:46]=[O:49])[N:45]=3)[CH2:38][CH2:39][C@@H:41]2[CH3:40])=[O:18])=[N:7][CH:8]=1)#[N:2], predict the reactants needed to synthesize it. The reactants are: [C:1]([C:3]1[C:4]([O:19][CH2:20][CH2:21][O:22][CH3:23])=[CH:5][C:6]([NH:9][C:10](=[O:18])OC2C=CC=CC=2)=[N:7][CH:8]=1)#[N:2].C(C1C=CC(NC([N:35]2[CH2:41][CH2:40][CH2:39][CH2:38][C:37]3[CH:42]=[CH:43][C:44]([CH:46]([O:49]C)OC)=[N:45][C:36]2=3)=O)=NC=1)#N.[CH3:51][N:52]([CH:54]=[O:55])[CH3:53]. (6) The reactants are: [F:1][C:2]1[CH:3]=[C:4]([N:13]2[CH:17]=[C:16]([CH2:18][NH2:19])[N:15]=[N:14]2)[CH:5]=[CH:6][C:7]=1[N:8]1[CH:12]=[CH:11][CH:10]=[N:9]1.[C:20](=O)(O)[O-:21].[Na+].[C:25](Cl)(Cl)=[S:26]. Given the product [CH3:20][O:21][C:25](=[S:26])[NH:19][CH2:18][C:16]1[N:15]=[N:14][N:13]([C:4]2[CH:5]=[CH:6][C:7]([N:8]3[CH:12]=[CH:11][CH:10]=[N:9]3)=[C:2]([F:1])[CH:3]=2)[CH:17]=1, predict the reactants needed to synthesize it. (7) Given the product [C:16]([O:15][C:13](=[O:14])[C@@H:12]([NH:20][S:33]([C:23]1[C:32]2[C:27](=[CH:28][CH:29]=[CH:30][CH:31]=2)[CH:26]=[CH:25][CH:24]=1)(=[O:35])=[O:34])[CH2:11][S:10][S:9][CH2:8][C@H:7]([NH:21][S:33]([C:23]1[C:32]2[C:27](=[CH:28][CH:29]=[CH:30][CH:31]=2)[CH:26]=[CH:25][CH:24]=1)(=[O:35])=[O:34])[C:6]([O:5][C:1]([CH3:4])([CH3:2])[CH3:3])=[O:22])([CH3:19])([CH3:18])[CH3:17], predict the reactants needed to synthesize it. The reactants are: [C:1]([O:5][C:6](=[O:22])[C@@H:7]([NH2:21])[CH2:8][S:9][S:10][CH2:11][C@H:12]([NH2:20])[C:13]([O:15][C:16]([CH3:19])([CH3:18])[CH3:17])=[O:14])([CH3:4])([CH3:3])[CH3:2].[C:23]1([S:33](Cl)(=[O:35])=[O:34])[C:32]2[C:27](=[CH:28][CH:29]=[CH:30][CH:31]=2)[CH:26]=[CH:25][CH:24]=1.